The task is: Predict the product of the given reaction.. This data is from Forward reaction prediction with 1.9M reactions from USPTO patents (1976-2016). (1) Given the reactants [CH3:1][O:2][C:3]1[C:4](=[O:29])[C:5]([C:18]2[N:22]([C:23]3[CH:28]=[CH:27][CH:26]=[CH:25][CH:24]=3)[N:21]=[CH:20][CH:19]=2)=[N:6][N:7]([C:9]2[CH2:10][CH2:11][N:12](CC=C)[CH2:13][CH:14]=2)[CH:8]=1.CN1C(=O)CC(=O)N(C)C1=O, predict the reaction product. The product is: [CH3:1][O:2][C:3]1[C:4](=[O:29])[C:5]([C:18]2[N:22]([C:23]3[CH:28]=[CH:27][CH:26]=[CH:25][CH:24]=3)[N:21]=[CH:20][CH:19]=2)=[N:6][N:7]([C:9]2[CH2:10][CH2:11][NH:12][CH2:13][CH:14]=2)[CH:8]=1. (2) Given the reactants [NH2:1][CH2:2][C:3]([N:5]([C:7]1[CH:12]=[CH:11][C:10]([CH3:13])=[C:9]([CH2:14][O:15][C:16]2[C:24]3[N:23]=[C:22]([O:25][CH3:26])[N:21]([CH2:27][C:28]4[CH:33]=[CH:32][CH:31]=[CH:30][N:29]=4)[C:20]=3[CH:19]=[CH:18][CH:17]=2)[C:8]=1[CH3:34])[CH3:6])=[O:4].[CH3:35][O:36][C:37]([NH:39][C:40]1[N:45]=[CH:44][C:43]([CH2:46][CH2:47][C:48](O)=[O:49])=[CH:42][CH:41]=1)=[O:38], predict the reaction product. The product is: [CH3:26][O:25][C:22]1[N:21]([CH2:27][C:28]2[CH:33]=[CH:32][CH:31]=[CH:30][N:29]=2)[C:20]2[CH:19]=[CH:18][CH:17]=[C:16]([O:15][CH2:14][C:9]3[C:8]([CH3:34])=[C:7]([N:5]([CH3:6])[C:3](=[O:4])[CH2:2][NH:1][C:48](=[O:49])[CH2:47][CH2:46][C:43]4[CH:42]=[CH:41][C:40]([NH:39][C:37](=[O:38])[O:36][CH3:35])=[N:45][CH:44]=4)[CH:12]=[CH:11][C:10]=3[CH3:13])[C:24]=2[N:23]=1. (3) The product is: [CH3:1][N:2]1[C:6]([C:7]([F:10])([F:9])[F:8])=[C:5]([C:11]#[N:16])[C:4](=[O:13])[N:3]1[CH3:14]. Given the reactants [CH3:1][N:2]1[C:6]([C:7]([F:10])([F:9])[F:8])=[C:5]([CH:11]=O)[C:4](=[O:13])[N:3]1[CH3:14].Cl.[NH2:16]O, predict the reaction product. (4) Given the reactants [N:1]([CH:4]([C:22]1[CH:26]=[C:25]([CH:27]2[O:31][CH2:30][CH2:29][O:28]2)[S:24][C:23]=1[Cl:32])[C:5]1[C:10]([CH2:11][CH2:12][O:13][Si:14]([C:17]([CH3:20])([CH3:19])[CH3:18])([CH3:16])[CH3:15])=[CH:9][CH:8]=[C:7]([Cl:21])[N:6]=1)=[N+]=[N-].O.C1C=CC(P(C2C=CC=CC=2)C2C=CC=CC=2)=CC=1.C([O-])([O-])=O.[K+].[K+].[CH3:59][C:60]([O:63][C:64](O[C:64]([O:63][C:60]([CH3:62])([CH3:61])[CH3:59])=[O:65])=[O:65])([CH3:62])[CH3:61], predict the reaction product. The product is: [Si:14]([O:13][CH2:12][CH2:11][C:10]1[C:5]([CH:4]([NH:1][C:64](=[O:65])[O:63][C:60]([CH3:62])([CH3:61])[CH3:59])[C:22]2[CH:26]=[C:25]([CH:27]3[O:31][CH2:30][CH2:29][O:28]3)[S:24][C:23]=2[Cl:32])=[N:6][C:7]([Cl:21])=[CH:8][CH:9]=1)([C:17]([CH3:20])([CH3:19])[CH3:18])([CH3:16])[CH3:15]. (5) Given the reactants [F:1][C:2]1[CH:7]=[CH:6][C:5]([C:8]2[C:9]([C:21]3[CH:26]=[CH:25][CH:24]=[CH:23][CH:22]=3)=[C:10]([C:18](O)=[O:19])[N:11]([CH:15]([CH3:17])[CH3:16])[C:12]=2[CH:13]=[O:14])=[CH:4][CH:3]=1.C(Cl)(=O)C(Cl)=O.[NH2:33][C:34]1[CH:39]=[CH:38][CH:37]=[CH:36][CH:35]=1.C(N(CC)CC)C, predict the reaction product. The product is: [C:34]1([NH:33][C:18]([C:10]2[N:11]([CH:15]([CH3:17])[CH3:16])[C:12]([CH:13]=[O:14])=[C:8]([C:5]3[CH:4]=[CH:3][C:2]([F:1])=[CH:7][CH:6]=3)[C:9]=2[C:21]2[CH:22]=[CH:23][CH:24]=[CH:25][CH:26]=2)=[O:19])[CH:39]=[CH:38][CH:37]=[CH:36][CH:35]=1. (6) Given the reactants Br[C:2]1[CH:7]=[CH:6][C:5]([C:8]2[O:12][N:11]=[C:10]([CH3:13])[N:9]=2)=[C:4]([F:14])[CH:3]=1.C1(P(C2CCCCC2)C2C=CC=CC=2C2C=CC=CC=2N(C)C)CCCCC1.P([O-])([O-])([O-])=O.[K+].[K+].[K+].[CH3:51][CH:52]([N:54]1[CH2:59][CH2:58][N:57]([C:60]([C@H:62]2[CH2:66][CH2:65][NH:64][CH2:63]2)=[O:61])[CH2:56][CH2:55]1)[CH3:53], predict the reaction product. The product is: [F:14][C:4]1[CH:3]=[C:2]([N:64]2[CH2:65][CH2:66][C@H:62]([C:60]([N:57]3[CH2:56][CH2:55][N:54]([CH:52]([CH3:53])[CH3:51])[CH2:59][CH2:58]3)=[O:61])[CH2:63]2)[CH:7]=[CH:6][C:5]=1[C:8]1[O:12][N:11]=[C:10]([CH3:13])[N:9]=1. (7) The product is: [C:18]([C:2]1[CH:7]=[CH:6][C:5]([F:8])=[C:4]([O:9][CH2:10][CH2:11][CH2:12][F:13])[CH:3]=1)#[CH:19]. Given the reactants Br[C:2]1[CH:7]=[CH:6][C:5]([F:8])=[C:4]([O:9][CH2:10][CH2:11][CH2:12][F:13])[CH:3]=1.C[Si]([C:18]#[CH:19])(C)C, predict the reaction product. (8) The product is: [Cl:1][C:2]1[CH:3]=[C:4]([C@@H:15]([NH:22][C:23](=[O:43])[CH2:24][NH:25][C:26](=[O:42])[C:27]2[CH:32]=[C:31]([NH:33][C:34]3[NH:39][CH2:38][CH:37]([OH:40])[CH2:36][N:35]=3)[CH:30]=[C:29]([OH:41])[CH:28]=2)[CH2:16][C:17]([OH:19])=[O:18])[CH:5]=[C:6]([C:8]([CH3:13])([CH3:14])[C:9]([F:12])([F:10])[F:11])[CH:7]=1. Given the reactants [Cl:1][C:2]1[CH:3]=[C:4]([C@@H:15]([NH:22][C:23](=[O:43])[CH2:24][NH:25][C:26](=[O:42])[C:27]2[CH:32]=[C:31]([NH:33][C:34]3[NH:35][CH2:36][CH:37]([OH:40])[CH2:38][N:39]=3)[CH:30]=[C:29]([OH:41])[CH:28]=2)[CH2:16][C:17]([O:19]CC)=[O:18])[CH:5]=[C:6]([C:8]([CH3:14])([CH3:13])[C:9]([F:12])([F:11])[F:10])[CH:7]=1.O.[OH-].[Li+].ClCCl, predict the reaction product. (9) Given the reactants [Br:1][C:2]1[CH:3]=[C:4]([C:11]([N:13]2[CH2:18][CH2:17][O:16][C:15]3[N:19]=[CH:20][C:21]([CH3:23])=[CH:22][C:14]2=3)=[O:12])[CH:5]=[C:6]([Br:10])[C:7]=1[O:8]C.[Br-].[Li+].N1CCNCC1.C(=O)([O-])O.[Na+].Cl, predict the reaction product. The product is: [Br:10][C:6]1[CH:5]=[C:4]([C:11]([N:13]2[CH2:18][CH2:17][O:16][C:15]3[N:19]=[CH:20][C:21]([CH3:23])=[CH:22][C:14]2=3)=[O:12])[CH:3]=[C:2]([Br:1])[C:7]=1[OH:8].